This data is from Forward reaction prediction with 1.9M reactions from USPTO patents (1976-2016). The task is: Predict the product of the given reaction. Given the reactants O1CCCCC1[N:7]1[CH:11]=[N:10][C:9]([C:12]2[N:17]=[CH:16][C:15]([C:18]3[N:19]=[C:20]4[N:27]([CH:28]5[CH2:33][CH2:32][O:31][CH2:30][CH2:29]5)[CH2:26][C:25](=[O:34])[NH:24][C:21]4=[N:22][CH:23]=3)=[CH:14][CH:13]=2)=[N:8]1, predict the reaction product. The product is: [NH:7]1[CH:11]=[N:10][C:9]([C:12]2[N:17]=[CH:16][C:15]([C:18]3[N:19]=[C:20]4[N:27]([CH:28]5[CH2:29][CH2:30][O:31][CH2:32][CH2:33]5)[CH2:26][C:25](=[O:34])[NH:24][C:21]4=[N:22][CH:23]=3)=[CH:14][CH:13]=2)=[N:8]1.